Task: Regression. Given two drug SMILES strings and cell line genomic features, predict the synergy score measuring deviation from expected non-interaction effect.. Dataset: NCI-60 drug combinations with 297,098 pairs across 59 cell lines (1) Cell line: SF-539. Synergy scores: CSS=64.7, Synergy_ZIP=21.4, Synergy_Bliss=21.2, Synergy_Loewe=-15.3, Synergy_HSA=22.9. Drug 2: CC1=C2C(C(=O)C3(C(CC4C(C3C(C(C2(C)C)(CC1OC(=O)C(C(C5=CC=CC=C5)NC(=O)OC(C)(C)C)O)O)OC(=O)C6=CC=CC=C6)(CO4)OC(=O)C)OC)C)OC. Drug 1: C1CCN(CC1)CCOC2=CC=C(C=C2)C(=O)C3=C(SC4=C3C=CC(=C4)O)C5=CC=C(C=C5)O. (2) Drug 1: C1=CC(=CC=C1CC(C(=O)O)N)N(CCCl)CCCl.Cl. Drug 2: COC1=NC(=NC2=C1N=CN2C3C(C(C(O3)CO)O)O)N. Cell line: SN12C. Synergy scores: CSS=4.10, Synergy_ZIP=-3.50, Synergy_Bliss=5.62, Synergy_Loewe=-4.19, Synergy_HSA=3.29. (3) Drug 1: CC1=C(C=C(C=C1)NC(=O)C2=CC=C(C=C2)CN3CCN(CC3)C)NC4=NC=CC(=N4)C5=CN=CC=C5. Drug 2: CCCCCOC(=O)NC1=NC(=O)N(C=C1F)C2C(C(C(O2)C)O)O. Cell line: M14. Synergy scores: CSS=0.0370, Synergy_ZIP=1.19, Synergy_Bliss=0.808, Synergy_Loewe=-2.25, Synergy_HSA=-2.19. (4) Drug 1: CC12CCC(CC1=CCC3C2CCC4(C3CC=C4C5=CN=CC=C5)C)O. Drug 2: C1CCC(C(C1)N)N.C(=O)(C(=O)[O-])[O-].[Pt+4]. Cell line: SNB-75. Synergy scores: CSS=8.23, Synergy_ZIP=-1.59, Synergy_Bliss=4.42, Synergy_Loewe=1.32, Synergy_HSA=4.13.